This data is from Reaction yield outcomes from USPTO patents with 853,638 reactions. The task is: Predict the reaction yield, written as a fraction of the theoretical maximum amount of product (1.0 means a 100% yield; for example, 0.34 means a 34% yield). The reactants are N1([CH:10]=[O:11])C2C=CC=CC=2N=N1.[C:12]1([CH2:18][O:19][NH:20][CH2:21][C@@H:22]([CH2:26][CH2:27][CH2:28][CH3:29])[C:23]([OH:25])=[O:24])[CH:17]=[CH:16][CH:15]=[CH:14][CH:13]=1.C([O-])([O-])=O.[Na+].[Na+].CC(OC(OC(OC(C)(C)C)=O)=O)(C)C. The catalyst is C1COCC1.O. The product is [CH:10]([N:20]([CH2:21][C@@H:22]([CH2:26][CH2:27][CH2:28][CH3:29])[C:23]([OH:25])=[O:24])[O:19][CH2:18][C:12]1[CH:13]=[CH:14][CH:15]=[CH:16][CH:17]=1)=[O:11]. The yield is 0.800.